From a dataset of Forward reaction prediction with 1.9M reactions from USPTO patents (1976-2016). Predict the product of the given reaction. (1) Given the reactants [N+:1]([C:4]1[CH:5]=[C:6]2[C:10](=[CH:11][CH:12]=1)[N:9]([CH2:13][CH2:14][CH3:15])[C:8](=[O:16])[CH2:7]2)([O-])=O.[Cl-].[NH4+], predict the reaction product. The product is: [NH2:1][C:4]1[CH:5]=[C:6]2[C:10](=[CH:11][CH:12]=1)[N:9]([CH2:13][CH2:14][CH3:15])[C:8](=[O:16])[CH2:7]2. (2) Given the reactants [F:1][C:2]1[CH:3]=[C:4]([CH:12]([C:14]2[CH:19]=[CH:18][C:17]([F:20])=[CH:16][CH:15]=2)[NH2:13])[CH:5]=[C:6]([C:8]([F:11])([F:10])[F:9])[CH:7]=1.[CH:21](OC(=O)C)=[O:22].C(OC(=O)C)(=O)C.C(O)=O, predict the reaction product. The product is: [F:1][C:2]1[CH:3]=[C:4]([CH:12]([C:14]2[CH:19]=[CH:18][C:17]([F:20])=[CH:16][CH:15]=2)[NH:13][CH:21]=[O:22])[CH:5]=[C:6]([C:8]([F:10])([F:11])[F:9])[CH:7]=1. (3) Given the reactants [CH3:1][O:2][C:3]([C:5]1[CH2:10][CH2:9][CH2:8][CH2:7][CH:6]=1)=[O:4].[N+:11]([CH:14]([CH3:16])[CH3:15])([O-:13])=[O:12].[F-].C([N+](CCCC)(CCCC)CCCC)CCC.C1COCC1, predict the reaction product. The product is: [CH3:1][O:2][C:3]([CH:5]1[CH2:10][CH2:9][CH2:8][CH2:7][CH:6]1[C:14]([CH3:16])([N+:11]([O-:13])=[O:12])[CH3:15])=[O:4]. (4) The product is: [C:45]([C:42]1[CH:43]=[CH:44][C:39]([C:31]([NH:30][C:28]([CH2:27][CH2:26][NH:25][C:5]([C:4]2[CH:3]=[C:2]([O:1][S:12]([CH3:11])(=[O:14])=[O:13])[CH:10]=[CH:9][CH:8]=2)=[O:7])=[O:29])([C:33]2[N:34]([CH3:38])[CH:35]=[N:36][CH:37]=2)[CH3:32])=[CH:40][C:41]=1[F:47])#[N:46]. Given the reactants [OH:1][C:2]1[CH:3]=[C:4]([CH:8]=[CH:9][CH:10]=1)[C:5]([OH:7])=O.[CH3:11][S:12](Cl)(=[O:14])=[O:13].C(N(CC)CC)C.Cl.Cl.[NH2:25][CH2:26][CH2:27][C:28]([NH:30][C:31]([C:39]1[CH:44]=[CH:43][C:42]([C:45]#[N:46])=[C:41]([F:47])[CH:40]=1)([C:33]1[N:34]([CH3:38])[CH:35]=[N:36][CH:37]=1)[CH3:32])=[O:29], predict the reaction product. (5) Given the reactants [NH2:1][C:2]1[CH:7]=[CH:6][C:5]([O:8][C:9]([F:12])([F:11])[F:10])=[CH:4][CH:3]=1.Br[CH:14]([CH2:19][CH3:20])[C:15]([O:17][CH3:18])=[O:16].C(=O)([O-])[O-].[K+].[K+].CN(C)C=O, predict the reaction product. The product is: [F:12][C:9]([F:10])([F:11])[O:8][C:5]1[CH:6]=[CH:7][C:2]([NH:1][CH:14]([CH2:19][CH3:20])[C:15]([O:17][CH3:18])=[O:16])=[CH:3][CH:4]=1.